From a dataset of Peptide-MHC class I binding affinity with 185,985 pairs from IEDB/IMGT. Regression. Given a peptide amino acid sequence and an MHC pseudo amino acid sequence, predict their binding affinity value. This is MHC class I binding data. (1) The peptide sequence is IIIPFIAYF. The MHC is HLA-B15:01 with pseudo-sequence HLA-B15:01. The binding affinity (normalized) is 0.957. (2) The peptide sequence is HLPVERDV. The MHC is Mamu-A01 with pseudo-sequence Mamu-A01. The binding affinity (normalized) is 0. (3) The peptide sequence is DVKASMLEK. The MHC is H-2-Db with pseudo-sequence H-2-Db. The binding affinity (normalized) is 0. (4) The peptide sequence is ITSKSRQVL. The MHC is HLA-B57:01 with pseudo-sequence HLA-B57:01. The binding affinity (normalized) is 0.474. (5) The peptide sequence is KISNTTFEV. The MHC is HLA-A02:01 with pseudo-sequence HLA-A02:01. The binding affinity (normalized) is 0.936.